Dataset: Full USPTO retrosynthesis dataset with 1.9M reactions from patents (1976-2016). Task: Predict the reactants needed to synthesize the given product. Given the product [CH3:1][N:2]1[C:6]2[CH:7]=[CH:8][C:9]([C:11]([O:13][CH3:15])=[O:12])=[CH:10][C:5]=2[N:4]=[C:3]1[CH3:14], predict the reactants needed to synthesize it. The reactants are: [CH3:1][N:2]1[C:6]2[CH:7]=[CH:8][C:9]([C:11]([OH:13])=[O:12])=[CH:10][C:5]=2[N:4]=[C:3]1[CH3:14].[C:15]1(C)C=CC=CC=1.